Binary Classification. Given a T-cell receptor sequence (or CDR3 region) and an epitope sequence, predict whether binding occurs between them. From a dataset of TCR-epitope binding with 47,182 pairs between 192 epitopes and 23,139 TCRs. (1) The TCR CDR3 sequence is CASSVTGLWYF. The epitope is GILGFVFTL. Result: 0 (the TCR does not bind to the epitope). (2) The epitope is ALSKGVHFV. The TCR CDR3 sequence is CASSPLADNEQFF. Result: 1 (the TCR binds to the epitope). (3) The epitope is GLNKIVRMY. The TCR CDR3 sequence is CASSVEGTILTDTQYF. Result: 1 (the TCR binds to the epitope). (4) The epitope is VTEHDTLLY. The TCR CDR3 sequence is CASSQSGQGNEKLFF. Result: 0 (the TCR does not bind to the epitope). (5) The epitope is KLSYGIATV. The TCR CDR3 sequence is CASSLDYLVDEQFF. Result: 1 (the TCR binds to the epitope).